Dataset: Full USPTO retrosynthesis dataset with 1.9M reactions from patents (1976-2016). Task: Predict the reactants needed to synthesize the given product. (1) The reactants are: [CH:1]1([N:4]([CH2:11][C:12]2[CH:13]=[C:14]([CH:41]=[CH:42][CH:43]=2)[C:15]([NH:17][C:18]2[S:19][C:20]3[CH2:40][CH2:39][CH2:38][CH2:37][C:21]=3[C:22]=2[C:23]([NH:25][C:26]2[CH:31]=[CH:30][C:29]([N:32]([CH2:35][CH3:36])[CH2:33][CH3:34])=[CH:28][CH:27]=2)=[O:24])=[O:16])[CH:5]2[CH2:10][CH2:9][NH:8][CH2:7][CH2:6]2)[CH2:3][CH2:2]1.Br[CH2:45][C:46]([O:48][CH2:49][CH3:50])=[O:47]. Given the product [CH2:49]([O:48][C:46](=[O:47])[CH2:45][N:8]1[CH2:7][CH2:6][CH:5]([N:4]([CH:1]2[CH2:3][CH2:2]2)[CH2:11][C:12]2[CH:43]=[CH:42][CH:41]=[C:14]([C:15](=[O:16])[NH:17][C:18]3[S:19][C:20]4[CH2:40][CH2:39][CH2:38][CH2:37][C:21]=4[C:22]=3[C:23](=[O:24])[NH:25][C:26]3[CH:27]=[CH:28][C:29]([N:32]([CH2:35][CH3:36])[CH2:33][CH3:34])=[CH:30][CH:31]=3)[CH:13]=2)[CH2:10][CH2:9]1)[CH3:50], predict the reactants needed to synthesize it. (2) Given the product [Cl:13][C:14]1[CH:21]=[CH:20][C:17]([CH2:18][NH:19][CH2:11][C:8]2[CH:9]=[CH:10][C:5]([C:3]([O:2][CH3:1])=[O:4])=[CH:6][CH:7]=2)=[CH:16][CH:15]=1, predict the reactants needed to synthesize it. The reactants are: [CH3:1][O:2][C:3]([C:5]1[CH:10]=[CH:9][C:8]([CH:11]=O)=[CH:7][CH:6]=1)=[O:4].[Cl:13][C:14]1[CH:21]=[CH:20][C:17]([CH2:18][NH2:19])=[CH:16][CH:15]=1.C(O[BH-](OC(=O)C)OC(=O)C)(=O)C.[Na+].O.C(=O)(O)[O-].[Na+]. (3) Given the product [F:18][C:15]([F:16])([F:17])[C:7]1[C:6]2[C:10](=[CH:11][C:3]([OH:2])=[CH:4][CH:5]=2)[NH:9][N:8]=1, predict the reactants needed to synthesize it. The reactants are: C[O:2][C:3]1[CH:11]=[C:10]2[C:6]([C:7]([C:15]([F:18])([F:17])[F:16])=[N:8][N:9]2C(=O)C)=[CH:5][CH:4]=1.[OH-].[Na+]. (4) Given the product [Br:1][C:2]1[C:3]([O:21][C:17]2[CH:18]=[CH:19][CH:20]=[C:15]([C:14]([F:13])([F:22])[F:23])[CH:16]=2)=[N:4][CH:5]=[C:6]([CH:11]=1)[C:7]([O:9][CH3:10])=[O:8], predict the reactants needed to synthesize it. The reactants are: [Br:1][C:2]1[C:3](Cl)=[N:4][CH:5]=[C:6]([CH:11]=1)[C:7]([O:9][CH3:10])=[O:8].[F:13][C:14]([F:23])([F:22])[C:15]1[CH:16]=[C:17]([OH:21])[CH:18]=[CH:19][CH:20]=1. (5) Given the product [Si:16]([O:23][CH2:24][C:25]1[CH:26]=[C:27]([C:31]2[CH:32]=[CH:33][C:34]3[N:35]([C:2]([CH3:10])=[C:3]([C:5]4[S:6][CH:7]=[CH:8][CH:9]=4)[N:37]=3)[CH:36]=2)[CH:28]=[CH:29][CH:30]=1)([C:19]([CH3:22])([CH3:21])[CH3:20])([CH3:18])[CH3:17], predict the reactants needed to synthesize it. The reactants are: Br[CH:2]([CH3:10])[C:3]([C:5]1[S:6][CH:7]=[CH:8][CH:9]=1)=O.C(=O)([O-])O.[Na+].[Si:16]([O:23][CH2:24][C:25]1[CH:26]=[C:27]([C:31]2[CH:32]=[CH:33][C:34]([NH2:37])=[N:35][CH:36]=2)[CH:28]=[CH:29][CH:30]=1)([C:19]([CH3:22])([CH3:21])[CH3:20])([CH3:18])[CH3:17]. (6) Given the product [F:1][C:2]1[CH:7]=[CH:6][CH:5]=[CH:4][C:3]=1[CH2:8][CH:9]1[O:13][CH2:12][CH2:11][O:10]1, predict the reactants needed to synthesize it. The reactants are: [F:1][C:2]1[CH:7]=[CH:6][CH:5]=[CH:4][C:3]=1[CH2:8][CH:9]=[O:10].[CH2:11](O)[CH2:12][OH:13].C1(C)C=CC=CC=1.CC1C=CC(S(O)(=O)=O)=CC=1. (7) Given the product [F:43][CH:42]([F:44])[CH2:41][CH2:40][O:39][C:35]1[CH:34]=[C:33]([C:25]2([C:7]3[CH:12]=[CH:11][N:10]=[C:9]([C:13]([F:16])([F:15])[F:14])[CH:8]=3)[C:24]3[C:19](=[N:20][CH:21]=[CH:22][CH:23]=3)[C:17]([NH2:18])=[N:26]2)[CH:38]=[CH:37][CH:36]=1, predict the reactants needed to synthesize it. The reactants are: C([Li])(C)(C)C.Br[C:7]1[CH:12]=[CH:11][N:10]=[C:9]([C:13]([F:16])([F:15])[F:14])[CH:8]=1.[C:17]([C:19]1[C:24]([C:25]([C:33]2[CH:38]=[CH:37][CH:36]=[C:35]([O:39][CH2:40][CH2:41][CH:42]([F:44])[F:43])[CH:34]=2)=[N:26]S(C(C)(C)C)=O)=[CH:23][CH:22]=[CH:21][N:20]=1)#[N:18].Cl. (8) Given the product [C:1]([O:5][C:6]([NH:8][C@@H:9]1[C@H:14]([NH:15][C:16]2[N:21]=[C:20](/[CH:41]=[CH:40]/[C:39]3[CH:45]=[CH:46][C:36]([Cl:35])=[CH:37][CH:38]=3)[C:19]3[C:23](=[O:33])[N:24]([C:26]([O:28][C:29]([CH3:31])([CH3:30])[CH3:32])=[O:27])[CH2:25][C:18]=3[C:17]=2[F:34])[CH2:13][CH2:12][O:11][CH2:10]1)=[O:7])([CH3:3])([CH3:2])[CH3:4], predict the reactants needed to synthesize it. The reactants are: [C:1]([O:5][C:6]([NH:8][C@@H:9]1[C@H:14]([NH:15][C:16]2[N:21]=[C:20](Cl)[C:19]3[C:23](=[O:33])[N:24]([C:26]([O:28][C:29]([CH3:32])([CH3:31])[CH3:30])=[O:27])[CH2:25][C:18]=3[C:17]=2[F:34])[CH2:13][CH2:12][O:11][CH2:10]1)=[O:7])([CH3:4])([CH3:3])[CH3:2].[Cl:35][C:36]1[CH:46]=[CH:45][C:39](/[CH:40]=[CH:41]/B(O)O)=[CH:38][CH:37]=1.C(=O)([O-])[O-].[Na+].[Na+]. (9) The reactants are: [C:1]([C:9]1[CH:14]=[CH:13][N:12]=[CH:11][C:10]=1[CH:15]=[O:16])(=[O:8])[C:2]1[CH:7]=[CH:6][CH:5]=[CH:4][CH:3]=1.[CH3:17][Mg]Br. Given the product [OH:16][CH:15]([C:10]1[CH:11]=[N:12][CH:13]=[CH:14][C:9]=1[C:1]([C:2]1[CH:3]=[CH:4][CH:5]=[CH:6][CH:7]=1)=[O:8])[CH3:17], predict the reactants needed to synthesize it.